This data is from Peptide-MHC class II binding affinity with 134,281 pairs from IEDB. The task is: Regression. Given a peptide amino acid sequence and an MHC pseudo amino acid sequence, predict their binding affinity value. This is MHC class II binding data. (1) The peptide sequence is VLDVCPLGLLLKNLT. The MHC is DRB1_0101 with pseudo-sequence DRB1_0101. The binding affinity (normalized) is 0.671. (2) The peptide sequence is AFKVQATAANAAPAN. The MHC is HLA-DPA10201-DPB11401 with pseudo-sequence HLA-DPA10201-DPB11401. The binding affinity (normalized) is 0.651. (3) The peptide sequence is KGIHTVFGSAFQGLF. The MHC is DRB3_0301 with pseudo-sequence DRB3_0301. The binding affinity (normalized) is 0.554. (4) The peptide sequence is SLETVAIDRPAEVRKHHHHHH. The MHC is DRB1_1101 with pseudo-sequence DRB1_1101. The binding affinity (normalized) is 0. (5) The peptide sequence is VVLGLATSPTAEGGK. The MHC is HLA-DQA10301-DQB10302 with pseudo-sequence HLA-DQA10301-DQB10302. The binding affinity (normalized) is 0.353. (6) The peptide sequence is SVDSLEHEMWRSRAD. The MHC is DRB3_0101 with pseudo-sequence DRB3_0101. The binding affinity (normalized) is 0.282. (7) The peptide sequence is KHLAVLVKYEGDTMA. The MHC is HLA-DPA10201-DPB10501 with pseudo-sequence HLA-DPA10201-DPB10501. The binding affinity (normalized) is 0.301. (8) The peptide sequence is WEQIFSTWLLKPGAG. The MHC is HLA-DQA10201-DQB10202 with pseudo-sequence HLA-DQA10201-DQB10202. The binding affinity (normalized) is 0.204. (9) The peptide sequence is LVGPTPINIIGRNLLTQIGC. The MHC is HLA-DQA10501-DQB10301 with pseudo-sequence HLA-DQA10501-DQB10301. The binding affinity (normalized) is 0.0792. (10) The peptide sequence is YDKFLAQVSTVLTGK. The MHC is DRB1_1302 with pseudo-sequence DRB1_1302. The binding affinity (normalized) is 0.573.